Dataset: Forward reaction prediction with 1.9M reactions from USPTO patents (1976-2016). Task: Predict the product of the given reaction. (1) Given the reactants [CH3:1][O:2][C:3]1[CH:12]=[C:11]2[C:6]([CH:7]=[CH:8][C:9](=[O:27])[N:10]2[CH2:13][CH2:14][CH2:15][C:16]2([C:22]([O:24][CH2:25][CH3:26])=[O:23])[CH2:21][CH2:20][NH:19][CH2:18][CH2:17]2)=[CH:5][CH:4]=1.C(=O)([O-])[O-].[K+].[K+].Cl[CH2:35]/[CH:36]=[CH:37]/[C:38]1[CH:43]=[CH:42][CH:41]=[CH:40][CH:39]=1.[I-].[K+], predict the reaction product. The product is: [CH3:1][O:2][C:3]1[CH:12]=[C:11]2[C:6]([CH:7]=[CH:8][C:9](=[O:27])[N:10]2[CH2:13][CH2:14][CH2:15][C:16]2([C:22]([O:24][CH2:25][CH3:26])=[O:23])[CH2:21][CH2:20][N:19]([CH2:35]/[CH:36]=[CH:37]/[C:38]3[CH:43]=[CH:42][CH:41]=[CH:40][CH:39]=3)[CH2:18][CH2:17]2)=[CH:5][CH:4]=1. (2) Given the reactants CS(O[CH:6]1[CH2:11][CH2:10][C:9]2([C:15]3[CH:16]=[CH:17][CH:18]=[CH:19][C:14]=3[C:13](=[O:20])[O:12]2)[CH2:8][CH2:7]1)(=O)=O.[N-:21]=[N+:22]=[N-:23].[Na+], predict the reaction product. The product is: [N:21]([CH:6]1[CH2:11][CH2:10][C:9]2([C:15]3[CH:16]=[CH:17][CH:18]=[CH:19][C:14]=3[C:13](=[O:20])[O:12]2)[CH2:8][CH2:7]1)=[N+:22]=[N-:23]. (3) Given the reactants C[C@H]1CN(C)[C@H](C)CN1C1C=CC(N)=CC=1.[CH3:17][N:18]1[C@H:23]([CH3:24])[CH2:22][N:21]([C:25]2[CH:30]=[CH:29][C:28]([N+:31]([O-])=O)=[CH:27][CH:26]=2)[CH2:20][C@@H:19]1[CH3:34], predict the reaction product. The product is: [CH3:34][C@H:19]1[N:18]([CH3:17])[C@@H:23]([CH3:24])[CH2:22][N:21]([C:25]2[CH:26]=[CH:27][C:28]([NH2:31])=[CH:29][CH:30]=2)[CH2:20]1. (4) The product is: [I:23][CH2:2][CH2:3][O:4][C:5]1[CH:10]=[CH:9][C:8]([CH2:11][C:12]2[CH:17]=[CH:16][C:15]([C:18]3[O:19][CH:20]=[CH:21][N:22]=3)=[CH:14][CH:13]=2)=[CH:7][CH:6]=1. Given the reactants Cl[CH2:2][CH2:3][O:4][C:5]1[CH:10]=[CH:9][C:8]([CH2:11][C:12]2[CH:17]=[CH:16][C:15]([C:18]3[O:19][CH:20]=[CH:21][N:22]=3)=[CH:14][CH:13]=2)=[CH:7][CH:6]=1.[I-:23].[Na+], predict the reaction product. (5) Given the reactants [F:1][C:2]([F:16])([F:15])[C:3]1[CH:4]=[C:5]([C@@H:9]2[NH:13][C:12](=[O:14])[CH2:11][CH2:10]2)[CH:6]=[CH:7][CH:8]=1.I[C:18]1[CH:31]=[CH:30][C:21]([O:22][C:23]2[CH:28]=[CH:27][C:26]([Cl:29])=[CH:25][CH:24]=2)=[CH:20][CH:19]=1.[O-]P([O-])([O-])=O.[K+].[K+].[K+], predict the reaction product. The product is: [Cl:29][C:26]1[CH:27]=[CH:28][C:23]([O:22][C:21]2[CH:30]=[CH:31][C:18]([N:13]3[C@@H:9]([C:5]4[CH:6]=[CH:7][CH:8]=[C:3]([C:2]([F:1])([F:15])[F:16])[CH:4]=4)[CH2:10][CH2:11][C:12]3=[O:14])=[CH:19][CH:20]=2)=[CH:24][CH:25]=1. (6) Given the reactants F[P-](F)(F)(F)(F)F.CN(C(=[N+](C)C)ON1C2=NC=CC=C2N=N1)C.C(N(C(C)C)CC)(C)C.[CH:34]1([C:37]([OH:39])=O)[CH2:36][CH2:35]1.[Cl:40][C:41]1[CH:46]=[CH:45][CH:44]=[C:43]([Cl:47])[C:42]=1[S:48]([O:51][C:52]1[CH:61]=[CH:60][C:55]2[NH:56][C:57]([NH2:59])=[N:58][C:54]=2[CH:53]=1)(=[O:50])=[O:49], predict the reaction product. The product is: [Cl:47][C:43]1[CH:44]=[CH:45][CH:46]=[C:41]([Cl:40])[C:42]=1[S:48]([O:51][C:52]1[CH:61]=[CH:60][C:55]2[NH:56][C:57]([NH:59][C:37]([CH:34]3[CH2:36][CH2:35]3)=[O:39])=[N:58][C:54]=2[CH:53]=1)(=[O:50])=[O:49]. (7) Given the reactants [CH3:1][O:2][C:3]([C:5]1[S:14][C:8]2[N:9]=[CH:10][N:11]=[C:12](Cl)[C:7]=2[C:6]=1[CH3:15])=[O:4].[NH2:16][C:17]1[CH:36]=[CH:35][C:34]([F:37])=[CH:33][C:18]=1[O:19][C@H:20]1[CH2:25][CH2:24][CH2:23][N:22]([C:26]([O:28][C:29]([CH3:32])([CH3:31])[CH3:30])=[O:27])[CH2:21]1.C1(C)C=CC(S(O)(=O)=O)=CC=1.C([O-])(O)=O.[Na+], predict the reaction product. The product is: [CH3:1][O:2][C:3]([C:5]1[S:14][C:8]2[N:9]=[CH:10][N:11]=[C:12]([NH:16][C:17]3[CH:36]=[CH:35][C:34]([F:37])=[CH:33][C:18]=3[O:19][C@H:20]3[CH2:25][CH2:24][CH2:23][N:22]([C:26]([O:28][C:29]([CH3:32])([CH3:31])[CH3:30])=[O:27])[CH2:21]3)[C:7]=2[C:6]=1[CH3:15])=[O:4]. (8) Given the reactants [N:1]([O-])=O.[Na+].[NH2:5][C:6]1[CH:11]=[CH:10][C:9]([C:12]2[C@H:13]([CH3:19])[CH2:14][C:15](=[O:18])[NH:16][N:17]=2)=[CH:8][CH:7]=1.O.O.[Sn](Cl)Cl.[OH-].[Na+], predict the reaction product. The product is: [NH:5]([C:6]1[CH:11]=[CH:10][C:9]([C:12]2[C@H:13]([CH3:19])[CH2:14][C:15](=[O:18])[NH:16][N:17]=2)=[CH:8][CH:7]=1)[NH2:1]. (9) Given the reactants Cl[S:2]([OH:5])(=O)=[O:3].[NH:6]([C:13]1[N:18]=[C:17]([C:19]2[N:23]([CH3:24])[C:22]([CH3:25])=[N:21][CH:20]=2)[CH:16]=[CH:15][N:14]=1)[C:7]1[CH:12]=[CH:11][CH:10]=[CH:9][CH:8]=1.[CH3:26][O:27][CH2:28][CH:29]([NH2:33])[CH2:30][O:31][CH3:32], predict the reaction product. The product is: [CH3:24][N:23]1[C:19]([C:17]2[CH:16]=[CH:15][N:14]=[C:13]([NH:6][C:7]3[CH:12]=[CH:11][C:10]([S:2](=[O:5])(=[O:3])[NH:33][CH:29]([CH2:30][O:31][CH3:32])[CH2:28][O:27][CH3:26])=[CH:9][CH:8]=3)[N:18]=2)=[CH:20][N:21]=[C:22]1[CH3:25].